This data is from Forward reaction prediction with 1.9M reactions from USPTO patents (1976-2016). The task is: Predict the product of the given reaction. (1) Given the reactants [NH2:1][CH:2]1[CH2:10][CH2:9][C:8]2[C:4](=[CH:5][N:6]([C:11]3[S:12][C:13]([C:17]([O:19][CH2:20][CH3:21])=[O:18])=[C:14]([CH3:16])[N:15]=3)[N:7]=2)[CH2:3]1.[Cl:22][C:23]1[N:24]=[C:25]([C:30](O)=[O:31])[NH:26][C:27]=1[CH2:28][CH3:29].CCN=C=NCCCN(C)C.Cl.ON1C2C=CC=CC=2N=N1.CN1CCOCC1, predict the reaction product. The product is: [Cl:22][C:23]1[N:24]=[C:25]([C:30]([NH:1][CH:2]2[CH2:10][CH2:9][C:8]3[C:4](=[CH:5][N:6]([C:11]4[S:12][C:13]([C:17]([O:19][CH2:20][CH3:21])=[O:18])=[C:14]([CH3:16])[N:15]=4)[N:7]=3)[CH2:3]2)=[O:31])[NH:26][C:27]=1[CH2:28][CH3:29]. (2) Given the reactants NC1C=C(C=CC=1)OC1C=CC(C2N=C(C3CCC3)N3C=CN=C(N)C=23)=CC=1.[CH:29]1([C:33]2[N:37]3[CH:38]=[CH:39][N:40]=[C:41]([NH2:42])[C:36]3=[C:35]([C:43]3[CH:48]=[CH:47][C:46]([O:49][C:50]4[CH:55]=[CH:54][CH:53]=[CH:52][C:51]=4[N+:56]([O-])=O)=[CH:45][CH:44]=3)[N:34]=2)[CH2:32][CH2:31][CH2:30]1, predict the reaction product. The product is: [NH2:56][C:51]1[CH:52]=[CH:53][CH:54]=[CH:55][C:50]=1[O:49][C:46]1[CH:47]=[CH:48][C:43]([C:35]2[N:34]=[C:33]([CH:29]3[CH2:30][CH2:31][CH2:32]3)[N:37]3[CH:38]=[CH:39][N:40]=[C:41]([NH2:42])[C:36]=23)=[CH:44][CH:45]=1. (3) Given the reactants BrC1C=C(F)C(OC(=O)C(C)(C)C)=C(F)C=1C#N.[CH3:19][O:20][C:21]([C:23]1[C:24]([C:32]2[CH:37]=[CH:36][C:35]([C:38]3[S:39][CH:40]=[CH:41][C:42]=3[NH:43][S:44]([CH:47]([CH3:49])[CH3:48])(=[O:46])=[O:45])=[CH:34][CH:33]=2)=[C:25]([N+:29]([O-])=O)[CH:26]=[CH:27][CH:28]=1)=[O:22].CCOC(C)=O, predict the reaction product. The product is: [CH3:19][O:20][C:21]([C:23]1[C:24]([C:32]2[CH:33]=[CH:34][C:35]([C:38]3[S:39][CH:40]=[CH:41][C:42]=3[NH:43][S:44]([CH:47]([CH3:49])[CH3:48])(=[O:46])=[O:45])=[CH:36][CH:37]=2)=[C:25]([NH2:29])[CH:26]=[CH:27][CH:28]=1)=[O:22]. (4) Given the reactants [C:1]([C:5]1[O:9][N:8]=[C:7]([NH:10][C:11]([NH:13][C:14]2[CH:19]=[CH:18][CH:17]=[C:16]([S:20][C:21]3[C:30]4[C:25](=[CH:26][C:27]([O:35][CH3:36])=[C:28]([O:31][CH2:32][CH2:33]Cl)[CH:29]=4)[N:24]=[CH:23][N:22]=3)[CH:15]=2)=[O:12])[CH:6]=1)([CH3:4])([CH3:3])[CH3:2].[CH3:37][N:38]1[CH2:43][CH2:42][NH:41][CH2:40][CH2:39]1, predict the reaction product. The product is: [C:1]([C:5]1[O:9][N:8]=[C:7]([NH:10][C:11]([NH:13][C:14]2[CH:19]=[CH:18][CH:17]=[C:16]([S:20][C:21]3[C:30]4[C:25](=[CH:26][C:27]([O:35][CH3:36])=[C:28]([O:31][CH2:32][CH2:33][N:41]5[CH2:42][CH2:43][N:38]([CH3:37])[CH2:39][CH2:40]5)[CH:29]=4)[N:24]=[CH:23][N:22]=3)[CH:15]=2)=[O:12])[CH:6]=1)([CH3:4])([CH3:3])[CH3:2]. (5) The product is: [Br:3][C:4]1[CH:5]=[C:6]([N:10]([CH2:15][CH2:16][CH3:17])[C:11](=[O:13])[CH3:12])[CH:7]=[CH:8][CH:9]=1. Given the reactants [H-].[Na+].[Br:3][C:4]1[CH:5]=[C:6]([NH:10][C:11](=[O:13])[CH3:12])[CH:7]=[CH:8][CH:9]=1.I[CH2:15][CH2:16][CH3:17].CN(C)C=O, predict the reaction product. (6) The product is: [OH:8][C:9]1[CH:10]=[N:11][C:12]([C:15]2[CH:16]=[C:17]([CH:32]=[CH:33][CH:34]=2)[CH2:18][C:19]2[C:24](=[O:25])[CH:23]=[CH:22][N:21]([C:26]3[CH:27]=[N:28][N:29]([CH3:31])[CH:30]=3)[N:20]=2)=[N:13][CH:14]=1. Given the reactants C([O:8][C:9]1[CH:10]=[N:11][C:12]([C:15]2[CH:16]=[C:17]([CH:32]=[CH:33][CH:34]=2)[CH2:18][C:19]2[C:24](=[O:25])[CH:23]=[CH:22][N:21]([C:26]3[CH:27]=[N:28][N:29]([CH3:31])[CH:30]=3)[N:20]=2)=[N:13][CH:14]=1)C1C=CC=CC=1, predict the reaction product. (7) Given the reactants Cl.[NH2:2][C:3]1[CH:4]=[C:5]([C:9]2[N:14]3[N:15]=[CH:16][C:17]([C:18]([C:20]4[S:21][CH:22]=[CH:23][CH:24]=4)=[O:19])=[C:13]3[N:12]=[CH:11][CH:10]=2)[CH:6]=[CH:7][CH:8]=1.[CH:25]([NH:28][C:29]#[N:30])([CH3:27])[CH3:26], predict the reaction product. The product is: [CH:25]([NH:28][C:29]([NH:2][C:3]1[CH:8]=[CH:7][CH:6]=[C:5]([C:9]2[N:14]3[N:15]=[CH:16][C:17]([C:18]([C:20]4[S:21][CH:22]=[CH:23][CH:24]=4)=[O:19])=[C:13]3[N:12]=[CH:11][CH:10]=2)[CH:4]=1)=[NH:30])([CH3:27])[CH3:26]. (8) Given the reactants CCN(C(C)C)C(C)C.[C:10]([C:12]1[C:13]([N:27]2[CH2:31][CH2:30][CH:29]([CH2:32][C:33]([OH:35])=O)[CH2:28]2)=[N:14][C:15]([C:23]([F:26])([F:25])[F:24])=[C:16]([C:18]([O:20][CH2:21][CH3:22])=[O:19])[CH:17]=1)#[N:11].CN(C(ON1N=NC2C=CC=CC1=2)=[N+](C)C)C.[B-](F)(F)(F)F.[C:58]1([CH2:64][S:65]([NH2:68])(=[O:67])=[O:66])[CH:63]=[CH:62][CH:61]=[CH:60][CH:59]=1, predict the reaction product. The product is: [CH2:64]([S:65]([NH:68][C:33](=[O:35])[CH2:32][CH:29]1[CH2:30][CH2:31][N:27]([C:13]2[C:12]([C:10]#[N:11])=[CH:17][C:16]([C:18]([O:20][CH2:21][CH3:22])=[O:19])=[C:15]([C:23]([F:25])([F:26])[F:24])[N:14]=2)[CH2:28]1)(=[O:67])=[O:66])[C:58]1[CH:63]=[CH:62][CH:61]=[CH:60][CH:59]=1. (9) The product is: [C:24]([O:23][C:21]([N:19]([CH3:20])[C@@H:17]([CH3:18])[C:16]([NH:15][C@H:13]1[CH2:14][N:8]([C:6](=[O:7])[CH2:5][CH2:4][C:3]([OH:46])=[O:2])[C:9]2[CH:45]=[CH:44][CH:43]=[CH:42][C:10]=2[N:11]([CH2:30][C:31]2[C:40]3[C:35](=[CH:36][CH:37]=[CH:38][CH:39]=3)[CH:34]=[CH:33][C:32]=2[CH3:41])[C:12]1=[O:29])=[O:28])=[O:22])([CH3:27])([CH3:26])[CH3:25]. Given the reactants C[O:2][C:3](=[O:46])[CH2:4][CH2:5][C:6]([N:8]1[CH2:14][C@H:13]([NH:15][C:16](=[O:28])[C@@H:17]([N:19]([C:21]([O:23][C:24]([CH3:27])([CH3:26])[CH3:25])=[O:22])[CH3:20])[CH3:18])[C:12](=[O:29])[N:11]([CH2:30][C:31]2[C:40]3[C:35](=[CH:36][CH:37]=[CH:38][CH:39]=3)[CH:34]=[CH:33][C:32]=2[CH3:41])[C:10]2[CH:42]=[CH:43][CH:44]=[CH:45][C:9]1=2)=[O:7].[Li+].[OH-].C(O)(=O)CC(CC(O)=O)(C(O)=O)O, predict the reaction product. (10) Given the reactants [F:1][C:2]1[C:8]([C:9]2[CH:10]=[N:11][N:12]([CH3:14])[CH:13]=2)=[CH:7][CH:6]=[CH:5][C:3]=1[NH2:4].Br[C:16]1[C:20]2[CH2:21][N:22]([C:25](=[O:27])[CH3:26])[CH2:23][CH2:24][C:19]=2[N:18]([CH2:28][CH:29]2[CH2:31][CH2:30]2)[N:17]=1.CC([O-])(C)C.[Na+].C1(P(C2CCCCC2)C2C(OC)=CC=C(OC)C=2C2C(C(C)C)=CC(C(C)C)=CC=2C(C)C)CCCCC1, predict the reaction product. The product is: [CH:29]1([CH2:28][N:18]2[C:19]3[CH2:24][CH2:23][N:22]([C:25](=[O:27])[CH3:26])[CH2:21][C:20]=3[C:16]([NH:4][C:3]3[CH:5]=[CH:6][CH:7]=[C:8]([C:9]4[CH:10]=[N:11][N:12]([CH3:14])[CH:13]=4)[C:2]=3[F:1])=[N:17]2)[CH2:30][CH2:31]1.